Dataset: Full USPTO retrosynthesis dataset with 1.9M reactions from patents (1976-2016). Task: Predict the reactants needed to synthesize the given product. Given the product [F:8][C@:9]([CH3:33])([C:10]([NH:5][CH2:4][CH2:3][C:2]([F:7])([F:6])[F:1])=[O:11])[C:13]([NH:15][C@@H:16]1[C:22](=[O:23])[N:21]([CH3:24])[C:20]2[CH:25]=[CH:26][CH:27]=[CH:28][C:19]=2[C:18]2[CH:29]=[CH:30][CH:31]=[CH:32][C:17]1=2)=[O:14], predict the reactants needed to synthesize it. The reactants are: [F:1][C:2]([F:7])([F:6])[CH2:3][CH2:4][NH2:5].[F:8][C@@:9]([CH3:33])([C:13]([NH:15][C@@H:16]1[C:22](=[O:23])[N:21]([CH3:24])[C:20]2[CH:25]=[CH:26][CH:27]=[CH:28][C:19]=2[C:18]2[CH:29]=[CH:30][CH:31]=[CH:32][C:17]1=2)=[O:14])[C:10](O)=[O:11].